Dataset: Forward reaction prediction with 1.9M reactions from USPTO patents (1976-2016). Task: Predict the product of the given reaction. (1) Given the reactants C(=O)([O-])O.[Na+].[C:6]([O-:9])(=[O:8])[CH3:7].[Na+].BrN1C(=O)CCC1=O.[CH2:19]([OH:25])[C:20]1[O:24][CH:23]=[CH:22][CH:21]=1.C(OC(=O)C)(=O)C.[OH-].[Na+], predict the reaction product. The product is: [C:6]([O:9][CH:23]1[CH:22]=[CH:21][C:19](=[O:25])[CH2:20][O:24]1)(=[O:8])[CH3:7]. (2) The product is: [C:1]([CH:5]1[CH2:10][CH2:9][CH:8]([NH:11][C:12]([C:14]2[CH:36]=[CH:35][C:17]([O:18][C:19]3[CH:28]=[C:27]4[C:22]([CH:23]([C:29]([OH:31])=[O:30])[CH2:24][CH2:25][O:26]4)=[CH:21][C:20]=3[C:33]#[N:34])=[CH:16][CH:15]=2)=[O:13])[CH2:7][CH2:6]1)([CH3:4])([CH3:2])[CH3:3]. Given the reactants [C:1]([CH:5]1[CH2:10][CH2:9][CH:8]([NH:11][C:12]([C:14]2[CH:36]=[CH:35][C:17]([O:18][C:19]3[CH:28]=[C:27]4[C:22]([CH:23]([C:29]([O:31]C)=[O:30])[CH2:24][CH2:25][O:26]4)=[CH:21][C:20]=3[C:33]#[N:34])=[CH:16][CH:15]=2)=[O:13])[CH2:7][CH2:6]1)([CH3:4])([CH3:3])[CH3:2].C(C1C=C2C(=CC=1OC1C=CC(C(O)=O)=CC=1)OCCC2C(OC)=O)#N.C(C1CCC(N)CC1)(C)(C)C, predict the reaction product. (3) The product is: [CH2:13]([N:14]1[CH2:15][CH2:16][CH2:17][C:1]([C:3]2[CH2:8][CH2:7][CH2:6][C:5](=[O:9])[CH:4]=2)=[CH:2]1)[CH2:12][CH3:11]. Given the reactants [C:1]([C:3]1[CH2:8][CH2:7][CH2:6][C:5](=[O:9])[CH:4]=1)#[CH:2].Cl[CH2:11][CH2:12][CH2:13][NH:14][CH2:15][CH2:16][CH3:17].C([O-])([O-])=O.[Cs+].[Cs+], predict the reaction product. (4) Given the reactants [O:1]=[C:2]1[CH:11]=[C:10]([C:12]([O:14]CC)=[O:13])[C:9]2[C:4](=[CH:5][CH:6]=[CH:7][N:8]=2)[NH:3]1.[OH-].[Na+], predict the reaction product. The product is: [O:1]=[C:2]1[CH:11]=[C:10]([C:12]([OH:14])=[O:13])[C:9]2[C:4](=[CH:5][CH:6]=[CH:7][N:8]=2)[NH:3]1. (5) Given the reactants [NH2:1][C:2]1[S:3][CH:4]=[C:5]([CH2:7][O:8]/[N:9]=[C:10](/[C:16]2[CH:21]=[CH:20][CH:19]=[CH:18][CH:17]=2)\[C:11](=[NH:15])[N:12]([OH:14])[CH3:13])[N:6]=1.C(N(CC)CC)C.Cl[C:30](OC1C=CC(F)=CC=1)=[O:31], predict the reaction product. The product is: [NH2:1][C:2]1[S:3][CH:4]=[C:5]([CH2:7][O:8]/[N:9]=[C:10](/[C:16]2[CH:21]=[CH:20][CH:19]=[CH:18][CH:17]=2)\[C:11]2[N:12]([CH3:13])[O:14][C:30](=[O:31])[N:15]=2)[N:6]=1. (6) Given the reactants [NH2:1][C@@H:2]([C:5]([OH:7])=[O:6])[CH2:3][OH:4].[C:8](=[O:15])([O-])[O:9][C:10]([CH3:13])([CH3:12])[CH3:11].C(=O)([O-])O[C:18](C)([CH3:20])[CH3:19].[CH2:24](N(CC)CC)C, predict the reaction product. The product is: [CH3:19][C:18]1([CH3:20])[N:1]([C:8]([O:9][C:10]([CH3:13])([CH3:12])[CH3:11])=[O:15])[C@@H:2]([C:5]([O:7][CH3:24])=[O:6])[CH2:3][O:4]1.